This data is from Catalyst prediction with 721,799 reactions and 888 catalyst types from USPTO. The task is: Predict which catalyst facilitates the given reaction. (1) Reactant: [C:1](=O)([O-])[O-:2].[K+].[K+].[Cl:7][C:8]1[C:9]([O:31][C:32](=[O:36])[N:33]([CH3:35])[CH3:34])=[CH:10][C:11]2[O:16][C:15](=[O:17])[C:14]([CH2:18][C:19]3[CH:24]=[CH:23][CH:22]=[C:21]([N+:25]([O-:27])=[O:26])[CH:20]=3)=[C:13]([CH2:28]Br)[C:12]=2[CH:30]=1.CO.O. Product: [Cl:7][C:8]1[C:9]([O:31][C:32](=[O:36])[N:33]([CH3:35])[CH3:34])=[CH:10][C:11]2[O:16][C:15](=[O:17])[C:14]([CH2:18][C:19]3[CH:24]=[CH:23][CH:22]=[C:21]([N+:25]([O-:27])=[O:26])[CH:20]=3)=[C:13]([CH2:28][O:2][CH3:1])[C:12]=2[CH:30]=1. The catalyst class is: 1. (2) Reactant: [Br:1][C:2]1[CH:3]=[C:4]([NH:13][C:14]([NH2:16])=[S:15])[CH:5]=[C:6]([N:8]2[CH:12]=[CH:11][CH:10]=[N:9]2)[CH:7]=1.BrBr.N. Product: [Br:1][C:2]1[C:3]2[S:15][C:14]([NH2:16])=[N:13][C:4]=2[CH:5]=[C:6]([N:8]2[CH:12]=[CH:11][CH:10]=[N:9]2)[CH:7]=1. The catalyst class is: 34. (3) Reactant: [CH:1]1([S:4]([C:7]2[CH:12]=[CH:11][C:10]([CH:13]([CH2:30][CH:31]3[CH2:36][CH2:35][O:34][CH2:33][CH2:32]3)[C:14](=O)[CH2:15][CH2:16][C:17]([C:19]3[S:20][C:21]([CH:24]([OH:28])[CH2:25][O:26][CH3:27])=[CH:22][N:23]=3)=O)=[CH:9][CH:8]=2)(=[O:6])=[O:5])[CH2:3][CH2:2]1.C([O-])(=O)C.[NH4+:41].[OH-].[Na+]. Product: [CH:1]1([S:4]([C:7]2[CH:8]=[CH:9][C:10]([CH:13]([C:14]3[NH:41][C:17]([C:19]4[S:20][C:21]([CH:24]([OH:28])[CH2:25][O:26][CH3:27])=[CH:22][N:23]=4)=[CH:16][CH:15]=3)[CH2:30][CH:31]3[CH2:36][CH2:35][O:34][CH2:33][CH2:32]3)=[CH:11][CH:12]=2)(=[O:6])=[O:5])[CH2:2][CH2:3]1. The catalyst class is: 15.